This data is from Peptide-MHC class I binding affinity with 185,985 pairs from IEDB/IMGT. The task is: Regression. Given a peptide amino acid sequence and an MHC pseudo amino acid sequence, predict their binding affinity value. This is MHC class I binding data. (1) The peptide sequence is FAFHKEGAF. The MHC is HLA-A02:01 with pseudo-sequence HLA-A02:01. The binding affinity (normalized) is 0. (2) The peptide sequence is NHINVELIL. The MHC is Mamu-A07 with pseudo-sequence Mamu-A07. The binding affinity (normalized) is 0.532. (3) The peptide sequence is YEFLGELAL. The MHC is HLA-B40:01 with pseudo-sequence HLA-B40:01. The binding affinity (normalized) is 0.936. (4) The peptide sequence is KEKGGLDGL. The MHC is HLA-B35:01 with pseudo-sequence HLA-B35:01. The binding affinity (normalized) is 0.